This data is from Forward reaction prediction with 1.9M reactions from USPTO patents (1976-2016). The task is: Predict the product of the given reaction. Given the reactants C(OC([N:8](C(OC(C)(C)C)=O)[C:9]1[N:24]=[C:12]2[CH:13]=[CH:14][CH:15]=[C:16]([CH2:17][C@H:18]([CH3:23])[C:19]([O:21][CH3:22])=[O:20])[N:11]2[N:10]=1)=O)(C)(C)C.[F:32][C:33]([F:38])([F:37])[C:34]([OH:36])=[O:35], predict the reaction product. The product is: [F:32][C:33]([F:38])([F:37])[C:34]([OH:36])=[O:35].[NH2:8][C:9]1[N:24]=[C:12]2[CH:13]=[CH:14][CH:15]=[C:16]([CH2:17][C@H:18]([CH3:23])[C:19]([O:21][CH3:22])=[O:20])[N:11]2[N:10]=1.